Dataset: NCI-60 drug combinations with 297,098 pairs across 59 cell lines. Task: Regression. Given two drug SMILES strings and cell line genomic features, predict the synergy score measuring deviation from expected non-interaction effect. (1) Synergy scores: CSS=7.58, Synergy_ZIP=-2.06, Synergy_Bliss=0.777, Synergy_Loewe=-1.68, Synergy_HSA=0.225. Drug 2: C1=NC2=C(N=C(N=C2N1C3C(C(C(O3)CO)O)F)Cl)N. Cell line: UO-31. Drug 1: C1CN1P(=S)(N2CC2)N3CC3. (2) Drug 1: C1=CN(C=N1)CC(O)(P(=O)(O)O)P(=O)(O)O. Drug 2: C1CN(CCN1C(=O)CCBr)C(=O)CCBr. Cell line: K-562. Synergy scores: CSS=16.0, Synergy_ZIP=-1.64, Synergy_Bliss=1.76, Synergy_Loewe=5.25, Synergy_HSA=2.66.